From a dataset of Catalyst prediction with 721,799 reactions and 888 catalyst types from USPTO. Predict which catalyst facilitates the given reaction. (1) Reactant: [N:1]1[C:9]2[CH:8]=[CH:7][N:6]=[CH:5][C:4]=2[N:3]([C:10]2[S:14][C:13]([C:15]([O:17]C)=O)=[C:12]([O:19][CH2:20][C:21]3[CH:26]=[CH:25][CH:24]=[CH:23][C:22]=3[O:27][C:28]([F:31])([F:30])[F:29])[CH:11]=2)[CH:2]=1.[NH3:32]. Product: [N:1]1[C:9]2[CH:8]=[CH:7][N:6]=[CH:5][C:4]=2[N:3]([C:10]2[S:14][C:13]([C:15]([NH2:32])=[O:17])=[C:12]([O:19][CH2:20][C:21]3[CH:26]=[CH:25][CH:24]=[CH:23][C:22]=3[O:27][C:28]([F:30])([F:29])[F:31])[CH:11]=2)[CH:2]=1. The catalyst class is: 5. (2) The catalyst class is: 564. Product: [CH3:1][O:2][C:3]([C:5]1[C:6](=[O:17])[S:7][C:8]2[C:13]([C:14]=1[OH:15])=[CH:12][CH:11]=[C:10]([C:22]1[CH:23]=[N:18][CH:19]=[N:20][CH:21]=1)[CH:9]=2)=[O:4]. Reactant: [CH3:1][O:2][C:3]([C:5]1[C:6](=[O:17])[S:7][C:8]2[C:13]([C:14]=1[OH:15])=[CH:12][CH:11]=[C:10](Br)[CH:9]=2)=[O:4].[N:18]1[CH:23]=[C:22](B(O)O)[CH:21]=[N:20][CH:19]=1.C([O-])([O-])=O.[Na+].[Na+]. (3) Reactant: C([O:4][C@@H:5]1[C@@H:10]([O:11]C(=O)C)[C@H:9]([O:15]C(=O)C)[C@@H:8]([CH2:19][O:20]C(=O)C)[O:7][C@H:6]1[C:24]1[CH:29]=[CH:28][C:27]([Cl:30])=[C:26]([CH2:31][C:32]2[S:33][C:34]([C:37]3[CH:42]=[CH:41][CH:40]=[C:39]([O:43][CH2:44][CH3:45])[N:38]=3)=[CH:35][CH:36]=2)[CH:25]=1)(=O)C.[H-].[Na+]. Product: [C@@H:6]1([C:24]2[CH:29]=[CH:28][C:27]([Cl:30])=[C:26]([CH2:31][C:32]3[S:33][C:34]([C:37]4[CH:42]=[CH:41][CH:40]=[C:39]([O:43][CH2:44][CH3:45])[N:38]=4)=[CH:35][CH:36]=3)[CH:25]=2)[O:7][C@H:8]([CH2:19][OH:20])[C@@H:9]([OH:15])[C@H:10]([OH:11])[C@H:5]1[OH:4]. The catalyst class is: 214. (4) Reactant: [F:1][C:2]1[CH:7]=[CH:6][C:5]([N+:8]([O-:10])=[O:9])=[C:4](F)[C:3]=1[F:12].[CH2:13]([CH2:15][NH2:16])[OH:14]. Product: [F:12][C:3]1[C:2]([F:1])=[CH:7][CH:6]=[C:5]([N+:8]([O-:10])=[O:9])[C:4]=1[NH:16][CH2:15][CH2:13][OH:14]. The catalyst class is: 8.